This data is from Forward reaction prediction with 1.9M reactions from USPTO patents (1976-2016). The task is: Predict the product of the given reaction. (1) Given the reactants [CH:1]([C:4]1[CH:9]=[CH:8][CH:7]=[CH:6][C:5]=1[NH:10][C:11]1[CH:16]=[CH:15][C:14]([C:17]2[CH:22]=[CH:21][CH:20]=[CH:19][CH:18]=2)=[CH:13][C:12]=1[N+:23]([O-])=O)([CH3:3])[CH3:2].C(O)C, predict the reaction product. The product is: [CH:1]([C:4]1[CH:9]=[CH:8][CH:7]=[CH:6][C:5]=1[NH:10][C:11]1[CH:16]=[CH:15][C:14]([C:17]2[CH:22]=[CH:21][CH:20]=[CH:19][CH:18]=2)=[CH:13][C:12]=1[NH2:23])([CH3:3])[CH3:2]. (2) Given the reactants C1C2C(=O)C(=O)C3N=C(C(O)=O)C=C(C(O)=O)C=3C=2NC=1C(O)=O.[O:25]=[CH:26][C@@H:27]([C@H:29]([C@@H:31]([C@@H:33]([CH2:35][OH:36])[OH:34])[OH:32])[OH:30])[OH:28], predict the reaction product. The product is: [O:25]=[CH:26][C@@H:27]([C@H:29]([C@@H:31]([C@@H:33]([CH2:35][OH:36])[OH:34])[OH:32])[OH:30])[OH:28].[O:25]=[CH:26][C@@H:27]([C@H:29]([C@@H:31]([CH2:33][OH:34])[OH:32])[OH:30])[OH:28]. (3) Given the reactants [CH2:1]([C:3]1[CH:4]=[C:5]2[N:10]([C:11]=1[C:12]([C:14]1[CH:19]=[CH:18][C:17](I)=[CH:16][CH:15]=1)=[O:13])[CH:9]=[CH:8][C:7]([C:21]([O:23][CH:24]([CH3:26])[CH3:25])=[O:22])=[CH:6]2)[CH3:2].[C:27]([NH:31][C:32]([CH3:36])([C:34]#[CH:35])[CH3:33])([CH3:30])([CH3:29])[CH3:28].C(NC(C)(C)C#CC1C=CC(C(C2N3C(C=C(C([O-])=O)C=C3)=CC=2CC)=O)=CC=1)(C)(C)C, predict the reaction product. The product is: [C:27]([NH:31][C:32]([CH3:36])([CH3:33])[C:34]#[C:35][C:17]1[CH:18]=[CH:19][C:14]([C:12]([C:11]2[N:10]3[C:5]([CH:6]=[C:7]([C:21]([O:23][CH:24]([CH3:26])[CH3:25])=[O:22])[CH:8]=[CH:9]3)=[CH:4][C:3]=2[CH2:1][CH3:2])=[O:13])=[CH:15][CH:16]=1)([CH3:30])([CH3:29])[CH3:28]. (4) Given the reactants [CH:1]([C:3]1[CH:27]=[C:6]2[CH2:7][N:8]([C:12]([O:14][CH2:15][C:16]3[CH:21]=[C:20]([C:22]([F:25])([F:24])[F:23])[CH:19]=[C:18]([Cl:26])[CH:17]=3)=[O:13])[CH2:9][CH2:10][CH2:11][N:5]2[N:4]=1)=[O:2].[F:28][C:29]([Si](C)(C)C)([F:31])[F:30].[F-].C([N+](CCCC)(CCCC)CCCC)CCC.Cl, predict the reaction product. The product is: [F:28][C:29]([F:31])([F:30])[CH:1]([C:3]1[CH:27]=[C:6]2[CH2:7][N:8]([C:12]([O:14][CH2:15][C:16]3[CH:21]=[C:20]([C:22]([F:24])([F:23])[F:25])[CH:19]=[C:18]([Cl:26])[CH:17]=3)=[O:13])[CH2:9][CH2:10][CH2:11][N:5]2[N:4]=1)[OH:2]. (5) Given the reactants [CH2:1]([C:3]1[N:4]=[C:5]2[C:10]([C:11]#[N:12])=[CH:9][CH:8]=[CH:7][N:6]2[C:13]=1[C:14]1[CH:19]=[CH:18][CH:17]=[C:16]([OH:20])[CH:15]=1)[CH3:2].Br[C:22]1[CH:27]=[CH:26][CH:25]=[C:24]([S:28]([CH:31]([CH3:33])[CH3:32])(=[O:30])=[O:29])[CH:23]=1, predict the reaction product. The product is: [CH2:1]([C:3]1[N:4]=[C:5]2[C:10]([C:11]#[N:12])=[CH:9][CH:8]=[CH:7][N:6]2[C:13]=1[C:14]1[CH:19]=[CH:18][CH:17]=[C:16]([O:20][C:26]2[CH:27]=[CH:22][CH:23]=[C:24]([S:28]([CH:31]([CH3:33])[CH3:32])(=[O:29])=[O:30])[CH:25]=2)[CH:15]=1)[CH3:2]. (6) Given the reactants [CH2:1]([C:3]1[NH:19][C:6]2[N:7]=[C:8]([CH2:12][C:13]3[CH:14]=[N:15][CH:16]=[CH:17][CH:18]=3)[N:9]=[C:10]([OH:11])[C:5]=2[CH:4]=1)[CH3:2].C1C(=O)N([Cl:27])C(=O)C1, predict the reaction product. The product is: [Cl:27][C:4]1[C:5]2[C:10]([OH:11])=[N:9][C:8]([CH2:12][C:13]3[CH:14]=[N:15][CH:16]=[CH:17][CH:18]=3)=[N:7][C:6]=2[NH:19][C:3]=1[CH2:1][CH3:2]. (7) Given the reactants [NH2:1][C@@H:2]([CH2:20][C:21]1[CH:26]=[CH:25][CH:24]=[CH:23][CH:22]=1)[C:3]([N:5]1[C:13]2[C:8](=[CH:9][CH:10]=[C:11]([C:14]3[CH:15]=[N:16][CH:17]=[N:18][CH:19]=3)[CH:12]=2)[CH2:7][CH2:6]1)=[O:4].[S:27]1[CH:31]=[C:30]([CH:32]=O)[N:29]=[CH:28]1.C(N(C(C)C)CC)(C)C.C(O[BH-](OC(=O)C)OC(=O)C)(=O)C.[Na+].C([BH3-])#N.[Na+], predict the reaction product. The product is: [C:21]1([CH2:20][C@H:2]([NH:1][CH2:32][C:30]2[N:29]=[CH:28][S:27][CH:31]=2)[C:3]([N:5]2[C:13]3[C:8](=[CH:9][CH:10]=[C:11]([C:14]4[CH:19]=[N:18][CH:17]=[N:16][CH:15]=4)[CH:12]=3)[CH2:7][CH2:6]2)=[O:4])[CH:26]=[CH:25][CH:24]=[CH:23][CH:22]=1.